This data is from Forward reaction prediction with 1.9M reactions from USPTO patents (1976-2016). The task is: Predict the product of the given reaction. (1) Given the reactants [OH-].[Na+].C([O:5][C:6]([C:8]1[CH:12]=[C:11]([N:13]2[CH:17]=[CH:16][CH:15]=[CH:14]2)[N:10]([C:18]2[CH:19]=[N:20][C:21]([O:24][CH3:25])=[CH:22][CH:23]=2)[N:9]=1)=[O:7])C.Cl.C(OCC)(=O)C, predict the reaction product. The product is: [CH3:25][O:24][C:21]1[N:20]=[CH:19][C:18]([N:10]2[C:11]([N:13]3[CH:14]=[CH:15][CH:16]=[CH:17]3)=[CH:12][C:8]([C:6]([OH:7])=[O:5])=[N:9]2)=[CH:23][CH:22]=1. (2) Given the reactants CCN(CC)CC.Cl.[CH3:9][O:10][C:11](=[O:16])[C@H:12]([CH2:14][OH:15])[NH2:13].[C:17](Cl)([C:30]1[CH:35]=[CH:34][CH:33]=[CH:32][CH:31]=1)([C:24]1[CH:29]=[CH:28][CH:27]=[CH:26][CH:25]=1)[C:18]1[CH:23]=[CH:22][CH:21]=[CH:20][CH:19]=1, predict the reaction product. The product is: [CH3:9][O:10][C:11](=[O:16])[CH:12]([NH:13][C:17]([C:18]1[CH:23]=[CH:22][CH:21]=[CH:20][CH:19]=1)([C:30]1[CH:31]=[CH:32][CH:33]=[CH:34][CH:35]=1)[C:24]1[CH:25]=[CH:26][CH:27]=[CH:28][CH:29]=1)[CH2:14][OH:15]. (3) Given the reactants CS(O[CH:6]([CH:12]1[CH2:17][CH2:16][CH2:15][CH2:14][CH2:13]1)[C:7]1[CH:11]=[CH:10][S:9][CH:8]=1)(=O)=O, predict the reaction product. The product is: [CH:12]1([CH2:6][C:7]2[CH:11]=[CH:10][S:9][CH:8]=2)[CH2:13][CH2:14][CH2:15][CH2:16][CH2:17]1.